From a dataset of Forward reaction prediction with 1.9M reactions from USPTO patents (1976-2016). Predict the product of the given reaction. (1) Given the reactants [CH2:1]([O:3][C:4]1[C:13]([CH2:14][CH3:15])=[CH:12][CH:11]=[C:10]([NH:16][S:17]([C:20]2[CH:25]=[CH:24][CH:23]=[CH:22][C:21]=2[F:26])(=[O:19])=[O:18])[C:5]=1[C:6]([O:8]C)=[O:7])[CH3:2].O.[OH-].[Li+].Cl, predict the reaction product. The product is: [CH2:1]([O:3][C:4]1[C:13]([CH2:14][CH3:15])=[CH:12][CH:11]=[C:10]([NH:16][S:17]([C:20]2[CH:25]=[CH:24][CH:23]=[CH:22][C:21]=2[F:26])(=[O:18])=[O:19])[C:5]=1[C:6]([OH:8])=[O:7])[CH3:2]. (2) The product is: [CH2:32]([O:31][CH2:30][C:14]1[N:13]2[C:8]([N:5]3[CH2:6][CH2:7][N:2]([CH3:1])[CH2:3][CH2:4]3)=[CH:9][CH:10]=[CH:11][C:12]2=[N:16][C:15]=1[CH2:17][N:18]([CH3:29])[C@@H:19]1[C:28]2[N:27]=[CH:26][CH:25]=[CH:24][C:23]=2[CH2:22][CH2:21][CH2:20]1)[CH3:33]. Given the reactants [CH3:1][N:2]1[CH2:7][CH2:6][N:5]([C:8]2[N:13]3[C:14]([CH2:30][OH:31])=[C:15]([CH2:17][N:18]([CH3:29])[C@@H:19]4[C:28]5[N:27]=[CH:26][CH:25]=[CH:24][C:23]=5[CH2:22][CH2:21][CH2:20]4)[N:16]=[C:12]3[CH:11]=[CH:10][CH:9]=2)[CH2:4][CH2:3]1.[CH2:32](I)[CH3:33], predict the reaction product.